This data is from Forward reaction prediction with 1.9M reactions from USPTO patents (1976-2016). The task is: Predict the product of the given reaction. (1) The product is: [Cl:1][C:2]1[CH:9]=[CH:8][C:5]([CH2:6][Cl:14])=[CH:4][C:3]=1[O:10][CH3:11]. Given the reactants [Cl:1][C:2]1[CH:9]=[CH:8][C:5]([CH2:6]O)=[CH:4][C:3]=1[O:10][CH3:11].S(Cl)([Cl:14])=O, predict the reaction product. (2) Given the reactants [CH3:1][O:2][C:3]1[CH:8]=[CH:7][CH:6]=[CH:5][C:4]=1[C:9]1[N:17]2[C:12]([S:13][CH2:14][C:15]([C:18]3[CH:23]=[CH:22][C:21]([N+:24]([O-])=O)=[CH:20][CH:19]=3)=[N:16]2)=[N:11][N:10]=1, predict the reaction product. The product is: [NH2:24][C:21]1[CH:22]=[CH:23][C:18]([C:15]2[CH2:14][S:13][C:12]3=[N:11][N:10]=[C:9]([C:4]4[CH:5]=[CH:6][CH:7]=[CH:8][C:3]=4[O:2][CH3:1])[N:17]3[N:16]=2)=[CH:19][CH:20]=1. (3) Given the reactants [Br:1][C:2]1[C:22](C(O)=O)=[C:5]2[S:6][CH:7]=[C:8]([C:9]3[C:14]([O:15][CH3:16])=[CH:13][C:12]([CH2:17][O:18][CH3:19])=[CH:11][C:10]=3[O:20][CH3:21])[N:4]2[N:3]=1.Cl, predict the reaction product. The product is: [Br:1][C:2]1[CH:22]=[C:5]2[S:6][CH:7]=[C:8]([C:9]3[C:10]([O:20][CH3:21])=[CH:11][C:12]([CH2:17][O:18][CH3:19])=[CH:13][C:14]=3[O:15][CH3:16])[N:4]2[N:3]=1. (4) Given the reactants [Cl:1][C:2]1[CH:3]=[N:4][C:5]2[N:6]([N:8]=[C:9]([C:11]([OH:13])=O)[CH:10]=2)[CH:7]=1.[Br:14][C:15]1[O:23][C:22]2[CH2:21][CH2:20][NH:19][N:18]([CH3:24])[C:17]=2[CH:16]=1, predict the reaction product. The product is: [Br:14][C:15]1[O:23][C:22]2[CH2:21][CH2:20][N:19]([C:11]([C:9]3[CH:10]=[C:5]4[N:4]=[CH:3][C:2]([Cl:1])=[CH:7][N:6]4[N:8]=3)=[O:13])[N:18]([CH3:24])[C:17]=2[CH:16]=1. (5) Given the reactants [C:1](OCC)(=[O:10])[C@H:2]([CH2:4][C:5]([O:7][CH2:8][CH3:9])=[O:6])[OH:3].[BH4-].[Na+], predict the reaction product. The product is: [OH:3][C@H:2]([CH2:1][OH:10])[CH2:4][C:5]([O:7][CH2:8][CH3:9])=[O:6].